Dataset: Reaction yield outcomes from USPTO patents with 853,638 reactions. Task: Predict the reaction yield, written as a fraction of the theoretical maximum amount of product (1.0 means a 100% yield; for example, 0.34 means a 34% yield). (1) The reactants are [Cl-].[C:2]([NH:5][NH:6][C:7]([C:9]1[CH:10]=[NH+:11][CH:12]=[CH:13][CH:14]=1)=[O:8])(=[S:4])[NH2:3].Br[CH2:16][C:17]([C:19]1[C:20](=[O:34])[O:21][C:22]2[C:27]([CH:28]=1)=[CH:26][CH:25]=[C:24]([N:29]([CH2:32][CH3:33])[CH2:30][CH3:31])[CH:23]=2)=O. The catalyst is CCO. The product is [CH2:32]([N:29]([CH2:30][CH3:31])[C:24]1[CH:23]=[C:22]2[C:27]([CH:28]=[C:19]([C:17]3[N:3]=[C:2]([NH:5][NH:6][C:7](=[O:8])[C:9]4[CH:14]=[CH:13][CH:12]=[N:11][CH:10]=4)[S:4][CH:16]=3)[C:20](=[O:34])[O:21]2)=[CH:26][CH:25]=1)[CH3:33]. The yield is 0.690. (2) The catalyst is C(O[Ti](OC(C)C)(OC(C)C)OC(C)C)(C)C. The yield is 0.0200. The reactants are [F:1][C:2]1[CH:7]=[CH:6][C:5]([C@:8]2([CH2:31]C(OC)=O)[O:13][C:12](=[O:14])[N:11]([C@H:15]([C:17]3[CH:22]=[CH:21][C:20](C4C=CC(=O)N(C)C=4)=[CH:19][CH:18]=3)[CH3:16])[CH2:10][CH2:9]2)=[CH:4][CH:3]=1.C([Mg][Br:39])C.[CH2:40]1[CH2:44][O:43]C[CH2:41]1. The product is [Br:39][C:20]1[CH:21]=[CH:22][C:17]([C@@H:15]([N:11]2[CH2:10][CH2:9][C@@:8]([C:5]3[CH:6]=[CH:7][C:2]([F:1])=[CH:3][CH:4]=3)([CH2:31][C:44]3([OH:43])[CH2:41][CH2:40]3)[O:13][C:12]2=[O:14])[CH3:16])=[CH:18][CH:19]=1. (3) The reactants are [Br:1][C:2]1[CH:3]=[N:4][CH:5]=[C:6]([CH:8]2[CH2:12][CH2:11][CH2:10][NH:9]2)[CH:7]=1.N1C=CC=CC=1.[CH3:19][S:20](Cl)(=[O:22])=[O:21]. The catalyst is C(Cl)Cl. The product is [Br:1][C:2]1[CH:3]=[N:4][CH:5]=[C:6]([CH:8]2[CH2:12][CH2:11][CH2:10][N:9]2[S:20]([CH3:19])(=[O:22])=[O:21])[CH:7]=1. The yield is 0.790. (4) The reactants are [C:1]1([N:7](COCC[Si](C)(C)C)[C:8]([C:10]2[N:15]=[CH:14][C:13]([CH:16]([CH3:21])[C:17]([O:19]C)=[O:18])=[CH:12][N:11]=2)=[O:9])[CH:6]=[CH:5][CH:4]=[CH:3][CH:2]=1.Cl. The catalyst is C(O)C. The product is [C:1]1([NH:7][C:8]([C:10]2[N:15]=[CH:14][C:13]([CH:16]([CH3:21])[C:17]([OH:19])=[O:18])=[CH:12][N:11]=2)=[O:9])[CH:6]=[CH:5][CH:4]=[CH:3][CH:2]=1. The yield is 0.470. (5) The yield is 0.700. The catalyst is C1COCC1. The reactants are [H-].[Na+].[Br:3][C:4]1[CH:5]=[CH:6][C:7]([O:13][CH2:14][CH2:15]Br)=[C:8]([C:10](=[O:12])[CH3:11])[CH:9]=1. The product is [Br:3][C:4]1[CH:5]=[CH:6][C:7]2[O:13][CH2:14][CH2:15][CH2:11][C:10](=[O:12])[C:8]=2[CH:9]=1. (6) The reactants are [Cl:1][C:2]1[CH:3]=[CH:4][C:5]([NH:10][C:11]2[C:16]([Cl:17])=[CH:15][N:14]=[C:13]([NH:18][C:19]3[N:23]([CH:24]([CH3:26])[CH3:25])[N:22]=[C:21]([CH3:27])[CH:20]=3)[CH:12]=2)=C([CH:9]=1)C#N.[OH-].[Na+].[C:30]([O:33]CC)(=[O:32])[CH3:31]. The catalyst is O1CCOCC1. The product is [Cl:1][C:2]1[CH:3]=[CH:4][C:5]([NH:10][C:11]2[C:16]([Cl:17])=[CH:15][N:14]=[C:13]([NH:18][C:19]3[N:23]([CH:24]([CH3:25])[CH3:26])[N:22]=[C:21]([CH3:27])[CH:20]=3)[CH:12]=2)=[C:31]([CH:9]=1)[C:30]([OH:33])=[O:32]. The yield is 0.900. (7) The reactants are [Cl:1][C:2]1[C:10]([N+:11]([O-])=O)=[CH:9][CH:8]=[C:7]([Cl:14])[C:3]=1[C:4]([OH:6])=[O:5].[NH4+].[Cl-]. The yield is 0.755. The catalyst is C1COCC1.[Zn]. The product is [NH2:11][C:10]1[C:2]([Cl:1])=[C:3]([C:7]([Cl:14])=[CH:8][CH:9]=1)[C:4]([OH:6])=[O:5].